From a dataset of Catalyst prediction with 721,799 reactions and 888 catalyst types from USPTO. Predict which catalyst facilitates the given reaction. (1) Reactant: [CH2:1]([NH:4][CH2:5][CH:6]=[CH2:7])[CH:2]=[CH2:3].[C:8]1(=[O:14])[O:13][C:11](=[O:12])[CH2:10][CH2:9]1. Product: [CH2:1]([N:4]([CH2:5][CH:6]=[CH2:7])[C:8](=[O:14])[CH2:9][CH2:10][C:11]([OH:13])=[O:12])[CH:2]=[CH2:3]. The catalyst class is: 4. (2) Reactant: N[C:2]1[CH:7]=[CH:6][C:5]([N:8]2[CH2:13][CH2:12][CH:11]([C:14]([N:16]([CH3:18])[CH3:17])=[O:15])[CH2:10][CH2:9]2)=[CH:4][CH:3]=1.N([O-])=O.[Na+].[BrH:23]. Product: [Br:23][C:2]1[CH:7]=[CH:6][C:5]([N:8]2[CH2:13][CH2:12][CH:11]([C:14]([N:16]([CH3:18])[CH3:17])=[O:15])[CH2:10][CH2:9]2)=[CH:4][CH:3]=1. The catalyst class is: 6. (3) Reactant: [Br:1][C:2]1[CH:3]=[C:4]2[C:8](=[CH:9][CH:10]=1)[NH:7][CH:6]=[CH:5]2.[OH-].[Na+].[CH3:13]I. Product: [Br:1][C:2]1[CH:3]=[C:4]2[C:8](=[CH:9][CH:10]=1)[N:7]([CH3:13])[CH:6]=[CH:5]2. The catalyst class is: 58. (4) Reactant: [N:1]1[CH:6]=[CH:5][CH:4]=[CH:3][C:2]=1[C:7]([NH:9][C:10]1[C:11]([C:21]([OH:23])=O)=[N:12][N:13]([CH:15]2[CH2:20][CH2:19][CH2:18][CH2:17][O:16]2)[CH:14]=1)=[O:8].[NH2:24][CH2:25][CH2:26][C:27]([CH3:30])([OH:29])[CH3:28].CCN=C=NCCCN(C)C.C1C=CC2N(O)N=NC=2C=1.C(=O)([O-])O.[Na+]. Product: [OH:29][C:27]([CH3:30])([CH3:28])[CH2:26][CH2:25][NH:24][C:21]([C:11]1[C:10]([NH:9][C:7]([C:2]2[CH:3]=[CH:4][CH:5]=[CH:6][N:1]=2)=[O:8])=[CH:14][N:13]([CH:15]2[CH2:20][CH2:19][CH2:18][CH2:17][O:16]2)[N:12]=1)=[O:23]. The catalyst class is: 3. (5) Product: [CH3:24][O:15][C:14](=[O:16])[C:13]1[CH:17]=[C:9]([S:6](=[O:8])(=[O:7])[NH:5][C:1]([CH3:4])([CH3:3])[CH3:2])[C:10]([Cl:21])=[CH:11][C:12]=1[O:18][CH2:19][CH3:20]. Reactant: [C:1]([NH:5][S:6]([C:9]1[C:10]([Cl:21])=[CH:11][C:12]([O:18][CH2:19][CH3:20])=[C:13]([CH:17]=1)[C:14]([OH:16])=[O:15])(=[O:8])=[O:7])([CH3:4])([CH3:3])[CH3:2].[N+](=[CH2:24])=[N-]. The catalyst class is: 7.